This data is from Full USPTO retrosynthesis dataset with 1.9M reactions from patents (1976-2016). The task is: Predict the reactants needed to synthesize the given product. (1) Given the product [Cl:1][C:2]1[CH:3]=[CH:4][C:5]([C@@H:8]([CH2:9][NH:10][CH:18]([CH3:20])[CH3:19])[C:21]([N:23]2[CH2:24][CH2:25][N:26]([C:29]3[CH:34]=[CH:33][N:32]=[C:31]4[NH:35][CH:36]=[C:37]([NH:38][C:39](=[O:46])[C:40]5[CH:45]=[CH:44][CH:43]=[N:42][CH:41]=5)[C:30]=34)[CH2:27][CH2:28]2)=[O:22])=[CH:6][CH:7]=1, predict the reactants needed to synthesize it. The reactants are: [Cl:1][C:2]1[CH:7]=[CH:6][C:5]([C@H:8]([C:21]([N:23]2[CH2:28][CH2:27][N:26]([C:29]3[CH:34]=[CH:33][N:32]=[C:31]4[NH:35][CH:36]=[C:37]([NH:38][C:39](=[O:46])[C:40]5[CH:45]=[CH:44][CH:43]=[N:42][CH:41]=5)[C:30]=34)[CH2:25][CH2:24]2)=[O:22])[CH2:9][N:10]([CH:18]([CH3:20])[CH3:19])C(=O)OC(C)(C)C)=[CH:4][CH:3]=1.C(O)(C(F)(F)F)=O.C1(N)C(F)=C(F)C(F)=C(N)C=1F.Cl.Cl. (2) Given the product [C:44]12([CH2:54][NH:17][C:16]3[C:28]4[CH2:29][CH2:30][N:25]([C:6]([CH:3]5[CH2:4][CH2:5][O:1][CH2:2]5)=[O:8])[CH2:26][C:27]=4[N:23]=[CH:14][N:15]=3)[CH2:51][CH:50]3[CH2:49][CH:48]([CH2:47][CH:46]([CH2:52]3)[CH2:45]1)[CH2:53]2, predict the reactants needed to synthesize it. The reactants are: [O:1]1[CH2:5][CH2:4][CH:3]([C:6]([OH:8])=O)[CH2:2]1.Cl.CN(C)CC[CH2:14][N:15]=[C:16]=[N:17]CC.O.O[N:23]1[C:27]2[CH:28]=[CH:29][CH:30]=C[C:26]=2[N:25]=N1.C(N(CC)C(C)C)(C)C.C(Cl)Cl.[C:44]12([CH2:54]C3N=C(N)C4CCNCC=4N=3)[CH2:53][CH:48]3[CH2:49][CH:50]([CH2:52][CH:46]([CH2:47]3)[CH2:45]1)[CH2:51]2.